Dataset: Forward reaction prediction with 1.9M reactions from USPTO patents (1976-2016). Task: Predict the product of the given reaction. (1) Given the reactants C(=O)([O-])[O-].[Cs+].[Cs+].[CH3:7][O:8][C:9]([C:11]1[C:15]([NH:16][C:17]([C:19]2[CH:24]=[CH:23][CH:22]=[C:21]([C:25]3[CH:26]=[N:27][NH:28][CH:29]=3)[N:20]=2)=[O:18])=[CH:14][N:13]([CH3:30])[N:12]=1)=[O:10].[C:31]([O:35][C:36]([NH:38][CH2:39][CH2:40][CH2:41][C:42]#[C:43][CH2:44]OS(C)(=O)=O)=[O:37])([CH3:34])([CH3:33])[CH3:32].O, predict the reaction product. The product is: [CH3:7][O:8][C:9]([C:11]1[C:15]([NH:16][C:17]([C:19]2[CH:24]=[CH:23][CH:22]=[C:21]([C:25]3[CH:26]=[N:27][N:28]([CH2:44][C:43]#[C:42][CH2:41][CH2:40][CH2:39][NH:38][C:36]([O:35][C:31]([CH3:34])([CH3:33])[CH3:32])=[O:37])[CH:29]=3)[N:20]=2)=[O:18])=[CH:14][N:13]([CH3:30])[N:12]=1)=[O:10]. (2) Given the reactants Cl[C:2]1[CH:3]=[CH:4][C:5]2[N:6]([C:8]([C:18]3[CH:23]=[CH:22][N:21]=[C:20]4[N:24]([S:27]([C:30]5[CH:35]=[CH:34][C:33]([CH3:36])=[CH:32][CH:31]=5)(=[O:29])=[O:28])[CH:25]=[CH:26][C:19]=34)=[C:9]([C:11]3[CH:16]=[CH:15][C:14]([F:17])=[CH:13][CH:12]=3)[N:10]=2)[N:7]=1.[CH3:37][C@@H:38]1[CH2:43][NH:42][CH2:41][CH2:40][NH:39]1.C(N(CC)CC)C, predict the reaction product. The product is: [F:17][C:14]1[CH:15]=[CH:16][C:11]([C:9]2[N:10]=[C:5]3[CH:4]=[CH:3][C:2]([N:42]4[CH2:41][CH2:40][NH:39][C@H:38]([CH3:37])[CH2:43]4)=[N:7][N:6]3[C:8]=2[C:18]2[CH:23]=[CH:22][N:21]=[C:20]3[N:24]([S:27]([C:30]4[CH:35]=[CH:34][C:33]([CH3:36])=[CH:32][CH:31]=4)(=[O:29])=[O:28])[CH:25]=[CH:26][C:19]=23)=[CH:12][CH:13]=1. (3) Given the reactants [O:1]=[C:2]1[N:6]([C:7]2[CH:12]=[CH:11][C:10]([CH:13]3[CH2:18][CH2:17][NH:16][CH2:15][CH2:14]3)=[C:9]([F:19])[CH:8]=2)[CH2:5][C@H:4]([CH2:20][NH:21][C:22](=[O:24])[CH3:23])[O:3]1.Cl[CH2:26][C:27]#[N:28].C(=O)([O-])[O-].[K+].[K+], predict the reaction product. The product is: [C:27]([CH2:26][N:16]1[CH2:15][CH2:14][CH:13]([C:10]2[CH:11]=[CH:12][C:7]([N:6]3[CH2:5][C@H:4]([CH2:20][NH:21][C:22](=[O:24])[CH3:23])[O:3][C:2]3=[O:1])=[CH:8][C:9]=2[F:19])[CH2:18][CH2:17]1)#[N:28]. (4) Given the reactants [NH:1]1[CH2:4][CH:3]([O:5][C:6]2[CH:11]=[CH:10][C:9]([NH:12][C:13]([N:15]3[CH2:18][CH:17]([C:19]4[CH:20]=[N:21][CH:22]=[CH:23][CH:24]=4)[CH2:16]3)=[O:14])=[CH:8][CH:7]=2)[CH2:2]1.[CH3:25][C@@H:26]([CH2:30][CH3:31])[C:27](O)=[O:28].Cl.CN(C)CCCN=C=NCC.O.ON1C2C=CC=CC=2N=N1.C(N(C(C)C)CC)(C)C, predict the reaction product. The product is: [CH3:25][C@@H:26]([CH2:30][CH3:31])[C:27]([N:1]1[CH2:2][CH:3]([O:5][C:6]2[CH:11]=[CH:10][C:9]([NH:12][C:13]([N:15]3[CH2:18][CH:17]([C:19]4[CH:20]=[N:21][CH:22]=[CH:23][CH:24]=4)[CH2:16]3)=[O:14])=[CH:8][CH:7]=2)[CH2:4]1)=[O:28]. (5) Given the reactants [O:1]1[CH2:6][CH2:5][N:4]([C:7]2[N:12]=[C:11]([N:13]3[CH2:18][CH2:17][O:16][CH2:15][CH2:14]3)[N:10]=[C:9]([C:19]3[CH:24]=[CH:23][C:22]([NH:25][C:26](=[O:37])[NH:27][C:28]4[CH:36]=[CH:35][C:31]([C:32]([OH:34])=O)=[CH:30][CH:29]=4)=[CH:21][CH:20]=3)[N:8]=2)[CH2:3][CH2:2]1.CCN(C(C)C)C(C)C.CN(C(ON1N=NC2C=CC=CC1=2)=[N+](C)C)C.F[P-](F)(F)(F)(F)F.[NH:71]1[CH2:76][CH2:75][CH:74]([N:77]2[CH2:82][CH2:81][O:80][CH2:79][CH2:78]2)[CH2:73][CH2:72]1, predict the reaction product. The product is: [O:1]1[CH2:6][CH2:5][N:4]([C:7]2[N:12]=[C:11]([N:13]3[CH2:14][CH2:15][O:16][CH2:17][CH2:18]3)[N:10]=[C:9]([C:19]3[CH:20]=[CH:21][C:22]([NH:25][C:26]([NH:27][C:28]4[CH:29]=[CH:30][C:31]([C:32]([N:71]5[CH2:76][CH2:75][CH:74]([N:77]6[CH2:82][CH2:81][O:80][CH2:79][CH2:78]6)[CH2:73][CH2:72]5)=[O:34])=[CH:35][CH:36]=4)=[O:37])=[CH:23][CH:24]=3)[N:8]=2)[CH2:3][CH2:2]1. (6) Given the reactants [OH:1][CH:2]1[CH2:7][CH2:6][N:5](C(OC(C)(C)C)=O)[CH2:4][CH2:3]1.ClCCCl.[C:19](Cl)(=[O:26])[C:20]1[CH:25]=[CH:24][CH:23]=[CH:22][CH:21]=1.C(=O)([O-])O.[Na+], predict the reaction product. The product is: [C:19]([O:1][CH:2]1[CH2:3][CH2:4][NH:5][CH2:6][CH2:7]1)(=[O:26])[C:20]1[CH:25]=[CH:24][CH:23]=[CH:22][CH:21]=1.